From a dataset of Merck oncology drug combination screen with 23,052 pairs across 39 cell lines. Regression. Given two drug SMILES strings and cell line genomic features, predict the synergy score measuring deviation from expected non-interaction effect. (1) Cell line: HCT116. Synergy scores: synergy=35.2. Drug 2: C#Cc1cccc(Nc2ncnc3cc(OCCOC)c(OCCOC)cc23)c1. Drug 1: COc1cc(C2c3cc4c(cc3C(OC3OC5COC(C)OC5C(O)C3O)C3COC(=O)C23)OCO4)cc(OC)c1O. (2) Drug 1: O=S1(=O)NC2(CN1CC(F)(F)F)C1CCC2Cc2cc(C=CCN3CCC(C(F)(F)F)CC3)ccc2C1. Drug 2: CC1CC2C3CCC4=CC(=O)C=CC4(C)C3(F)C(O)CC2(C)C1(O)C(=O)CO. Cell line: UWB1289. Synergy scores: synergy=-2.70. (3) Synergy scores: synergy=-13.9. Drug 1: Cn1nnc2c(C(N)=O)ncn2c1=O. Drug 2: COC1=C2CC(C)CC(OC)C(O)C(C)C=C(C)C(OC(N)=O)C(OC)C=CC=C(C)C(=O)NC(=CC1=O)C2=O. Cell line: OCUBM. (4) Drug 1: O=C(NOCC(O)CO)c1ccc(F)c(F)c1Nc1ccc(I)cc1F. Drug 2: CC1(c2nc3c(C(N)=O)cccc3[nH]2)CCCN1. Cell line: UACC62. Synergy scores: synergy=-5.99. (5) Drug 1: COc1cccc2c1C(=O)c1c(O)c3c(c(O)c1C2=O)CC(O)(C(=O)CO)CC3OC1CC(N)C(O)C(C)O1. Drug 2: CC(C)CC(NC(=O)C(Cc1ccccc1)NC(=O)c1cnccn1)B(O)O. Cell line: ES2. Synergy scores: synergy=-29.2. (6) Drug 1: O=P1(N(CCCl)CCCl)NCCCO1. Drug 2: O=C(O)C1(Cc2cccc(Nc3nccs3)n2)CCC(Oc2cccc(Cl)c2F)CC1. Cell line: LOVO. Synergy scores: synergy=-7.06. (7) Drug 1: O=C(CCCCCCC(=O)Nc1ccccc1)NO. Drug 2: CNC(=O)c1cc(Oc2ccc(NC(=O)Nc3ccc(Cl)c(C(F)(F)F)c3)cc2)ccn1. Cell line: NCIH23. Synergy scores: synergy=-13.9. (8) Drug 1: O=P1(N(CCCl)CCCl)NCCCO1. Drug 2: CNC(=O)c1cc(Oc2ccc(NC(=O)Nc3ccc(Cl)c(C(F)(F)F)c3)cc2)ccn1. Cell line: EFM192B. Synergy scores: synergy=5.67. (9) Drug 1: COC1=C2CC(C)CC(OC)C(O)C(C)C=C(C)C(OC(N)=O)C(OC)C=CC=C(C)C(=O)NC(=CC1=O)C2=O. Drug 2: CCC1(O)C(=O)OCc2c1cc1n(c2=O)Cc2cc3c(CN(C)C)c(O)ccc3nc2-1. Cell line: ZR751. Synergy scores: synergy=2.71. (10) Drug 1: CN1C(=O)C=CC2(C)C3CCC4(C)C(NC(=O)OCC(F)(F)F)CCC4C3CCC12. Drug 2: CN(Cc1cnc2nc(N)nc(N)c2n1)c1ccc(C(=O)NC(CCC(=O)O)C(=O)O)cc1. Cell line: UACC62. Synergy scores: synergy=9.50.